Dataset: Catalyst prediction with 721,799 reactions and 888 catalyst types from USPTO. Task: Predict which catalyst facilitates the given reaction. (1) Reactant: [OH:1][CH2:2][C:3]1([C:10]([O:12][CH2:13][CH3:14])=[O:11])[CH2:8][CH2:7][C:6](=[O:9])[CH2:5][CH2:4]1.[C:15](O[C:15](=[O:22])[C:16]1[CH:21]=[CH:20][CH:19]=[CH:18][CH:17]=1)(=[O:22])[C:16]1[CH:21]=[CH:20][CH:19]=[CH:18][CH:17]=1. Product: [C:15]([O:1][CH2:2][C:3]1([C:10]([O:12][CH2:13][CH3:14])=[O:11])[CH2:4][CH2:5][C:6](=[O:9])[CH2:7][CH2:8]1)(=[O:22])[C:16]1[CH:21]=[CH:20][CH:19]=[CH:18][CH:17]=1. The catalyst class is: 383. (2) The catalyst class is: 109. Product: [CH3:8][C:7]1[N:6]([C:9]2[CH:14]=[CH:13][CH:12]=[C:11]([C:15]([F:17])([F:18])[F:16])[CH:10]=2)[C:5](=[O:19])[C:4]([C:20]([NH:22][CH2:23][C:24]2[CH:25]=[CH:26][C:27]([S:30]([CH3:33])(=[O:32])=[O:31])=[CH:28][CH:29]=2)=[O:21])=[CH:3][C:2]=1[CH:34]=[CH2:35]. Reactant: I[C:2]1[CH:3]=[C:4]([C:20]([NH:22][CH2:23][C:24]2[CH:29]=[CH:28][C:27]([S:30]([CH3:33])(=[O:32])=[O:31])=[CH:26][CH:25]=2)=[O:21])[C:5](=[O:19])[N:6]([C:9]2[CH:14]=[CH:13][CH:12]=[C:11]([C:15]([F:18])([F:17])[F:16])[CH:10]=2)[C:7]=1[CH3:8].[CH2:34]([Sn](CCCC)(CCCC)C=C)[CH2:35]CC. (3) Reactant: [OH-].[Na+:2].C(O)C.CO.[CH:8]1[N:12]=[CH:11][N:10]([CH2:13][C:14]([P:20]([OH:23])([OH:22])=[O:21])([P:16]([OH:19])([OH:18])=[O:17])[OH:15])[CH:9]=1. Product: [CH:8]1[N:12]=[CH:11][N:10]([CH2:13][C:14]([P:16]([O-:19])([O-:18])=[O:17])([P:20]([O-:22])([OH:23])=[O:21])[OH:15])[CH:9]=1.[Na+:2].[Na+:2].[Na+:2]. The catalyst class is: 6. (4) Reactant: [Br:1][CH2:2][CH2:3][CH2:4][CH2:5][CH2:6][CH2:7][CH2:8][CH2:9][CH2:10][CH2:11][C:12]([OH:14])=O.S(Cl)([Cl:17])=O. Product: [Br:1][CH2:2][CH2:3][CH2:4][CH2:5][CH2:6][CH2:7][CH2:8][CH2:9][CH2:10][CH2:11][C:12]([Cl:17])=[O:14]. The catalyst class is: 3. (5) Reactant: ClC(Cl)(Cl)C(OC(N1C2C(C(O)=O)=C(C3C=CC(OCCOC4C=C(F)C=CC=4Br)=CC=3)CC1CN(C(=O)C)C2)=O)(C)C.[Cl:44][C:45]([Cl:88])([Cl:87])[C:46]([O:49][C:50]([N:52]1[CH:57]2[C:58]([C:79]([O:81]CC)=[O:80])=[C:59]([C:61]3[CH:66]=[CH:65][C:64]([O:67][CH2:68][CH2:69][O:70][C:71]4[CH:76]=[C:75]([F:77])[CH:74]=[CH:73][C:72]=4[Cl:78])=[CH:63][CH:62]=3)[CH2:60][CH:53]1[CH2:54][N:55]([C:84](=[O:86])[CH3:85])[CH2:56]2)=[O:51])([CH3:48])[CH3:47].[OH-].[Na+]. Product: [Cl:87][C:45]([Cl:44])([Cl:88])[C:46]([O:49][C:50]([N:52]1[CH:57]2[C:58]([C:79]([OH:81])=[O:80])=[C:59]([C:61]3[CH:62]=[CH:63][C:64]([O:67][CH2:68][CH2:69][O:70][C:71]4[CH:76]=[C:75]([F:77])[CH:74]=[CH:73][C:72]=4[Cl:78])=[CH:65][CH:66]=3)[CH2:60][CH:53]1[CH2:54][N:55]([C:84](=[O:86])[CH3:85])[CH2:56]2)=[O:51])([CH3:48])[CH3:47]. The catalyst class is: 14. (6) Reactant: [OH:1][C@H:2]([CH2:29][C:30]([CH3:33])([CH3:32])[CH3:31])[C:3]([N:5]1[CH2:10][CH2:9][N:8]([C:11]2[C:20]3[C:15](=[CH:16][C:17]([CH3:21])=[CH:18][CH:19]=3)[N:14]=[C:13]([C:22]3[CH:27]=[CH:26][CH:25]=[CH:24][C:23]=3[OH:28])[N:12]=2)[CH2:7][CH2:6]1)=[O:4].CCOCC.[ClH:39]. Product: [ClH:39].[OH:1][C@H:2]([CH2:29][C:30]([CH3:33])([CH3:32])[CH3:31])[C:3]([N:5]1[CH2:10][CH2:9][N:8]([C:11]2[C:20]3[C:15](=[CH:16][C:17]([CH3:21])=[CH:18][CH:19]=3)[N:14]=[C:13]([C:22]3[CH:27]=[CH:26][CH:25]=[CH:24][C:23]=3[OH:28])[N:12]=2)[CH2:7][CH2:6]1)=[O:4]. The catalyst class is: 2. (7) Reactant: [N:1]1([C:8]2[C:13]([CH2:14][NH:15][C:16]3[N:20]([C:21]4[CH:26]=[CH:25][CH:24]=[C:23]([Cl:27])[C:22]=4[Cl:28])[CH:19]=[N:18][N:17]=3)=[CH:12][CH:11]=[CH:10][N:9]=2)[CH2:7][CH2:6][CH2:5][NH:4][CH2:3][CH2:2]1.[CH3:29][C:30]([CH3:32])=O.C(O[BH-](OC(=O)C)OC(=O)C)(=O)C.[Na+].C(=O)(O)[O-].[Na+]. Product: [Cl:28][C:22]1[C:23]([Cl:27])=[CH:24][CH:25]=[CH:26][C:21]=1[N:20]1[CH:19]=[N:18][N:17]=[C:16]1[NH:15][CH2:14][C:13]1[C:8]([N:1]2[CH2:7][CH2:6][CH2:5][N:4]([CH:30]([CH3:32])[CH3:29])[CH2:3][CH2:2]2)=[N:9][CH:10]=[CH:11][CH:12]=1. The catalyst class is: 26. (8) Reactant: [OH:1][CH:2]1[CH2:7][C@@H:6]([C:8]2[CH:13]=[CH:12][CH:11]=[CH:10][CH:9]=2)[O:5][C@@H:4]([C:14]2[CH:15]=[C:16]([CH:21]=[CH:22][CH:23]=2)[C:17]([O:19][CH3:20])=[O:18])[CH2:3]1.[Cr](Cl)([O-])(=O)=O.[NH+]1C=CC=CC=1. Product: [O:1]=[C:2]1[CH2:7][C@@H:6]([C:8]2[CH:9]=[CH:10][CH:11]=[CH:12][CH:13]=2)[O:5][C@@H:4]([C:14]2[CH:15]=[C:16]([CH:21]=[CH:22][CH:23]=2)[C:17]([O:19][CH3:20])=[O:18])[CH2:3]1. The catalyst class is: 2. (9) Reactant: [F:1][C:2]1[CH:8]=[CH:7][C:5]([NH2:6])=[C:4](I)[CH:3]=1.[CH:10]1([C:13]#[CH:14])[CH2:12][CH2:11]1.C(N(CC)CC)C. Product: [CH:10]1([C:13]#[C:14][NH:6][C:5]2[CH:7]=[CH:8][C:2]([F:1])=[CH:3][CH:4]=2)[CH2:12][CH2:11]1. The catalyst class is: 356.